This data is from Reaction yield outcomes from USPTO patents with 853,638 reactions. The task is: Predict the reaction yield, written as a fraction of the theoretical maximum amount of product (1.0 means a 100% yield; for example, 0.34 means a 34% yield). The catalyst is CN(C=O)C. The product is [CH3:10][C:9]1[CH:14]=[C:13]([C:15]2[CH:20]=[C:19]([O:21][C:22]3[CH:23]=[CH:24][C:25]([NH:28][C:29](=[O:35])[O:30][C:31]([CH3:33])([CH3:32])[CH3:34])=[N:26][CH:27]=3)[CH:18]=[CH:17][N:16]=2)[O:12][N:11]=1. The yield is 0.750. The reactants are C1C(=O)N(Cl)C(=O)C1.[CH:9](=[N:11][OH:12])[CH3:10].[C:13]([C:15]1[CH:20]=[C:19]([O:21][C:22]2[CH:23]=[CH:24][C:25]([NH:28][C:29](=[O:35])[O:30][C:31]([CH3:34])([CH3:33])[CH3:32])=[N:26][CH:27]=2)[CH:18]=[CH:17][N:16]=1)#[CH:14].O.